From a dataset of Forward reaction prediction with 1.9M reactions from USPTO patents (1976-2016). Predict the product of the given reaction. (1) Given the reactants [C:1]([C:3](=[CH:12]OCC)[C:4]([NH:6][C:7](=O)[O:8]CC)=[O:5])#[N:2].[NH2:16][C:17]1[CH:28]=[CH:27][C:20]2[N:21]([CH3:26])[C:22](=[O:25])[N:23]([CH3:24])[C:19]=2[CH:18]=1, predict the reaction product. The product is: [CH3:26][N:21]1[C:20]2[CH:27]=[CH:28][C:17]([N:16]3[CH:12]=[C:3]([C:1]#[N:2])[C:4](=[O:5])[NH:6][C:7]3=[O:8])=[CH:18][C:19]=2[N:23]([CH3:24])[C:22]1=[O:25]. (2) Given the reactants [Cl:1][C:2]1[C:3]([C:17]2[CH:22]=[C:21]([Cl:23])[CH:20]=[CH:19][C:18]=2[C:24]#[N:25])=[CH:4][C:5](=[O:16])[N:6]([CH:8]([CH2:12][CH2:13][O:14][CH3:15])[C:9]([OH:11])=O)[CH:7]=1.[NH2:26][C:27]1[CH:39]=[CH:38][C:30]([C:31]([O:33][C:34]([CH3:37])([CH3:36])[CH3:35])=[O:32])=[CH:29][CH:28]=1, predict the reaction product. The product is: [Cl:1][C:2]1[C:3]([C:17]2[CH:22]=[C:21]([Cl:23])[CH:20]=[CH:19][C:18]=2[C:24]#[N:25])=[CH:4][C:5](=[O:16])[N:6]([CH:8]([CH2:12][CH2:13][O:14][CH3:15])[C:9]([NH:26][C:27]2[CH:39]=[CH:38][C:30]([C:31]([O:33][C:34]([CH3:35])([CH3:36])[CH3:37])=[O:32])=[CH:29][CH:28]=2)=[O:11])[CH:7]=1. (3) Given the reactants Br[C:2]1[CH:3]=[N:4][CH:5]=[C:6]([O:8][CH2:9][C@H:10]2[CH2:14][CH2:13][CH2:12][N:11]2[C:15]([O:17][C:18]([CH3:21])([CH3:20])[CH3:19])=[O:16])[CH:7]=1.[N:22]1[CH:27]=[CH:26][CH:25]=[C:24]([CH2:28][O:29][CH2:30][CH2:31][CH:32]2[CH2:37][CH2:36][NH:35][CH2:34][CH2:33]2)[CH:23]=1.CC(C)([O-])C.[K+], predict the reaction product. The product is: [C:18]([O:17][C:15]([N:11]1[CH2:12][CH2:13][CH2:14][C@H:10]1[CH2:9][O:8][C:6]1[CH:5]=[N:4][CH:3]=[C:2]([N:35]2[CH2:34][CH2:33][CH:32]([CH2:31][CH2:30][O:29][CH2:28][C:24]3[CH:23]=[N:22][CH:27]=[CH:26][CH:25]=3)[CH2:37][CH2:36]2)[CH:7]=1)=[O:16])([CH3:21])([CH3:20])[CH3:19].